Task: Predict the reactants needed to synthesize the given product.. Dataset: Full USPTO retrosynthesis dataset with 1.9M reactions from patents (1976-2016) (1) Given the product [NH2:1][C:2]1[S:3][C:4]([C:23]2[CH:28]=[CH:27][N:26]=[C:25]([NH:71][C:68]3[CH:69]=[CH:70][C:65]([NH:64][CH2:63][CH2:62][CH2:61][N:60]([CH3:73])[CH3:59])=[C:66]([F:72])[CH:67]=3)[N:24]=2)=[C:5]([C:7]2[CH:8]=[C:9]([N:13]([CH3:22])[C:14]([CH:16]3[CH2:21][CH2:20][CH2:19][CH2:18][CH2:17]3)=[O:15])[CH:10]=[CH:11][CH:12]=2)[N:6]=1, predict the reactants needed to synthesize it. The reactants are: [NH2:1][C:2]1[S:3][C:4]([C:23]2[CH:28]=[CH:27][N:26]=[C:25](Cl)[N:24]=2)=[C:5]([C:7]2[CH:8]=[C:9]([N:13]([CH3:22])[C:14]([CH:16]3[CH2:21][CH2:20][CH2:19][CH2:18][CH2:17]3)=[O:15])[CH:10]=[CH:11][CH:12]=2)[N:6]=1.NC1SC(C2NC(=O)N=CC=2)=C(C2C=C(N(C)C(C3CCCCC3)=O)C=CC=2)N=1.[CH3:59][N:60]([CH3:73])[CH2:61][CH2:62][CH2:63][NH:64][C:65]1[CH:70]=[CH:69][C:68]([NH2:71])=[CH:67][C:66]=1[F:72].[OH-].[Na+]. (2) The reactants are: [OH:1][C:2]1[CH:7]=[CH:6][C:5]([CH2:8][CH2:9][CH2:10][C:11]([O:13]C)=O)=[CH:4][CH:3]=1.O.[NH2:16][NH2:17]. Given the product [OH:1][C:2]1[CH:7]=[CH:6][C:5]([CH2:8][CH2:9][CH2:10][C:11]([NH:16][NH2:17])=[O:13])=[CH:4][CH:3]=1, predict the reactants needed to synthesize it. (3) Given the product [F:19][C:20]1[CH:21]=[C:22]([C:27]2([CH2:31][C:32]([O:34][CH2:35][CH3:36])=[O:33])[CH2:30][O:29][CH2:28]2)[CH:23]=[CH:24][C:25]=1[O:26][CH2:2][C:3]1[CH:4]=[C:5]([C:9]2[CH:14]=[CH:13][C:12]([C:15]([F:18])([F:17])[F:16])=[CH:11][CH:10]=2)[CH:6]=[CH:7][CH:8]=1, predict the reactants needed to synthesize it. The reactants are: Br[CH2:2][C:3]1[CH:4]=[C:5]([C:9]2[CH:14]=[CH:13][C:12]([C:15]([F:18])([F:17])[F:16])=[CH:11][CH:10]=2)[CH:6]=[CH:7][CH:8]=1.[F:19][C:20]1[CH:21]=[C:22]([C:27]2([CH2:31][C:32]([O:34][CH2:35][CH3:36])=[O:33])[CH2:30][O:29][CH2:28]2)[CH:23]=[CH:24][C:25]=1[OH:26].C(=O)([O-])[O-].[Cs+].[Cs+].